Task: Predict the reaction yield, written as a fraction of the theoretical maximum amount of product (1.0 means a 100% yield; for example, 0.34 means a 34% yield).. Dataset: Reaction yield outcomes from USPTO patents with 853,638 reactions The product is [CH3:1][C:2]1[CH:16]=[C:5]2[C:6]3[CH:12]([CH2:13][CH2:14][NH:15][C:27]([CH:24]4[CH2:26][CH2:25]4)=[O:28])[CH2:11][CH2:10][C:7]=3[CH:8]=[CH:9][N:4]2[N:3]=1. The reactants are [CH3:1][C:2]1[CH:16]=[C:5]2[C:6]3[CH:12]([CH2:13][CH2:14][NH2:15])[CH2:11][CH2:10][C:7]=3[CH:8]=[CH:9][N:4]2[N:3]=1.C(N(CC)CC)C.[CH:24]1([C:27](Cl)=[O:28])[CH2:26][CH2:25]1. The catalyst is O1CCCC1.C(=O)([O-])O.[Na+]. The yield is 0.740.